Dataset: Catalyst prediction with 721,799 reactions and 888 catalyst types from USPTO. Task: Predict which catalyst facilitates the given reaction. (1) Reactant: [Cl:1][C:2]1[CH:7]=[CH:6][CH:5]=[C:4]([Cl:8])[C:3]=1[C:9]1[CH:19]=[C:18]([CH3:20])[C:12]2[N:13]=[C:14]([NH2:17])[N:15]=[N:16][C:11]=2[CH:10]=1.Br[C:22]1[CH:27]=[CH:26][C:25]([S:28]([NH:31][CH2:32][CH2:33][N:34]2[CH2:38][CH2:37][CH2:36][CH2:35]2)(=[O:30])=[O:29])=[CH:24][CH:23]=1.C(=O)([O-])[O-].[Cs+].[Cs+].C1(P(C2C=CC=CC=2)C2C3OC4C(=CC=CC=4P(C4C=CC=CC=4)C4C=CC=CC=4)C(C)(C)C=3C=CC=2)C=CC=CC=1. Product: [ClH:1].[Cl:1][C:2]1[CH:7]=[CH:6][CH:5]=[C:4]([Cl:8])[C:3]=1[C:9]1[CH:19]=[C:18]([CH3:20])[C:12]2[N:13]=[C:14]([NH:17][C:22]3[CH:27]=[CH:26][C:25]([S:28]([NH:31][CH2:32][CH2:33][N:34]4[CH2:35][CH2:36][CH2:37][CH2:38]4)(=[O:30])=[O:29])=[CH:24][CH:23]=3)[N:15]=[N:16][C:11]=2[CH:10]=1. The catalyst class is: 110. (2) Reactant: [OH-].[Li+].C[O:4][C:5](=[O:22])[C:6]1[CH:11]=[C:10]([NH:12][CH2:13][C:14]#[CH:15])[N:9]=[C:8]([S:16]([CH:19]([CH3:21])[CH3:20])(=[O:18])=[O:17])[CH:7]=1. Product: [CH3:21][CH:19]([S:16]([C:8]1[CH:7]=[C:6]([CH:11]=[C:10]([NH:12][CH2:13][C:14]#[CH:15])[N:9]=1)[C:5]([OH:22])=[O:4])(=[O:18])=[O:17])[CH3:20]. The catalyst class is: 1. (3) Reactant: [Cl:1][C:2]1[CH:3]=[C:4]([C:8]2([CH:21]([C:27]#[N:28])[C:22]([O:24]CC)=[O:23])[CH2:13][CH2:12][N:11]([C:14]([O:16][C:17]([CH3:20])([CH3:19])[CH3:18])=[O:15])[CH2:10][CH2:9]2)[CH:5]=[CH:6][CH:7]=1.[OH-].[Na+].Cl. Product: [C:17]([O:16][C:14]([N:11]1[CH2:12][CH2:13][C:8]([CH:21]([C:27]#[N:28])[C:22]([OH:24])=[O:23])([C:4]2[CH:5]=[CH:6][CH:7]=[C:2]([Cl:1])[CH:3]=2)[CH2:9][CH2:10]1)=[O:15])([CH3:20])([CH3:18])[CH3:19]. The catalyst class is: 8. (4) Reactant: Br[C:2]1[C:14](=[O:15])[N:13]([CH2:16][CH3:17])[C:5]2[N:6]=[C:7]([S:11][CH3:12])[N:8]=[C:9]([CH3:10])[C:4]=2[CH:3]=1.[NH:18]1[C:22](B(O)O)=[CH:21][CH:20]=[N:19]1.C(Cl)Cl.C(N(CC)CC)C. Product: [CH2:16]([N:13]1[C:5]2[N:6]=[C:7]([S:11][CH3:12])[N:8]=[C:9]([CH3:10])[C:4]=2[CH:3]=[C:2]([C:20]2[NH:19][N:18]=[CH:22][CH:21]=2)[C:14]1=[O:15])[CH3:17]. The catalyst class is: 149. (5) Reactant: [CH2:1]([O:3][C:4](=[O:16])[CH2:5][N:6]1[C:14]2[C:9](=[CH:10][CH:11]=[C:12]([OH:15])[CH:13]=2)[CH:8]=[CH:7]1)[CH3:2].Cl[CH2:18][C:19]1[C:20]([CH:35]2[CH2:37][CH2:36]2)=[N:21][C:22]([C:25]2[CH:30]=[CH:29][C:28]([C:31]([F:34])([F:33])[F:32])=[CH:27][CH:26]=2)=[N:23][CH:24]=1.C(=O)([O-])[O-].[Cs+].[Cs+].[I-].[K+]. Product: [CH2:1]([O:3][C:4](=[O:16])[CH2:5][N:6]1[C:14]2[C:9](=[CH:10][CH:11]=[C:12]([O:15][CH2:18][C:19]3[C:20]([CH:35]4[CH2:37][CH2:36]4)=[N:21][C:22]([C:25]4[CH:26]=[CH:27][C:28]([C:31]([F:33])([F:34])[F:32])=[CH:29][CH:30]=4)=[N:23][CH:24]=3)[CH:13]=2)[CH:8]=[CH:7]1)[CH3:2]. The catalyst class is: 21. (6) Reactant: C(O[C@@H]1[C@@H](OC(=O)C)[C@@H](COC(=O)C)O[C@H:7]([N:20]2[CH:24]=C(C3C=CC=CC=3)N=N2)[C@H]1CC([O-])=O)(=O)C.[Br:35][C:36]1[CH:37]=[C:38]([C:46]([O:48]C)=O)[CH:39]=[C:40]([CH:45]=1)[C:41](OC)=[O:42].C[NH2:51]. Product: [CH3:7][N:20]([CH3:24])[C:46](=[O:48])[C:38]1[CH:37]=[C:36]([Br:35])[CH:45]=[C:40]([C:41]([NH2:51])=[O:42])[CH:39]=1. The catalyst class is: 8. (7) Reactant: [O:1]1[C:5]2[CH:6]=[CH:7][CH:8]=[CH:9][C:4]=2[N:3]=[C:2]1[CH:10]([OH:34])[C@@H:11]([NH:15][C:16](=[O:33])[C@@H:17]([NH:26][CH:27]1[CH2:32][CH2:31][O:30][CH2:29][CH2:28]1)[CH2:18][S:19]([CH2:22][CH:23]1[CH2:25][CH2:24]1)(=[O:21])=[O:20])[CH2:12][CH2:13][CH3:14].C(=O)(O)[O-].[Na+].S([O-])([O-])(=O)=S.[Na+].[Na+]. Product: [O:1]1[C:5]2[CH:6]=[CH:7][CH:8]=[CH:9][C:4]=2[N:3]=[C:2]1[C:10]([C@@H:11]([NH:15][C:16](=[O:33])[C@@H:17]([NH:26][CH:27]1[CH2:28][CH2:29][O:30][CH2:31][CH2:32]1)[CH2:18][S:19]([CH2:22][CH:23]1[CH2:24][CH2:25]1)(=[O:21])=[O:20])[CH2:12][CH2:13][CH3:14])=[O:34]. The catalyst class is: 4. (8) Reactant: [Cl-].[NH2:2][CH2:3][C:4]1([C:16]2[CH:21]=[CH:20][C:19]([Br:22])=[CH:18][CH:17]=2)[C:12]2[C:7](=[CH:8][CH:9]=[CH:10][CH:11]=2)[C:6]2=[NH+:13][CH:14]=[CH:15][N:5]12.C1C=NC2N(O)N=NC=2C=1.CCN(C(C)C)C(C)C.[CH:42]1([C:48](O)=[O:49])[CH2:47][CH2:46][CH2:45][CH2:44][CH2:43]1. Product: [Br:22][C:19]1[CH:20]=[CH:21][C:16]([C:4]2([CH2:3][NH:2][C:48]([CH:42]3[CH2:47][CH2:46][CH2:45][CH2:44][CH2:43]3)=[O:49])[C:12]3[C:7](=[CH:8][CH:9]=[CH:10][CH:11]=3)[C:6]3=[N:13][CH:14]=[CH:15][N:5]23)=[CH:17][CH:18]=1. The catalyst class is: 607. (9) Reactant: Cl[C:2]1[N:9]=[C:8]([C:10]2[CH:15]=[CH:14][C:13]([F:16])=[CH:12][CH:11]=2)[CH:7]=[C:6]([C:17]([F:20])([F:19])[F:18])[C:3]=1[C:4]#[N:5].O.[NH2:22][NH2:23].O. Product: [F:16][C:13]1[CH:12]=[CH:11][C:10]([C:8]2[N:9]=[C:2]3[NH:22][N:23]=[C:4]([NH2:5])[C:3]3=[C:6]([C:17]([F:20])([F:18])[F:19])[CH:7]=2)=[CH:15][CH:14]=1. The catalyst class is: 8.